Predict the reactants needed to synthesize the given product. From a dataset of Full USPTO retrosynthesis dataset with 1.9M reactions from patents (1976-2016). The reactants are: [CH3:1][S:2]([C:5]1[CH:6]=[C:7]([C:11]2[S:15][C:14]([CH2:16][NH:17][S:18]([C:21]3[CH:26]=[CH:25][CH:24]=[CH:23][C:22]=3[C:27]([F:30])([F:29])[F:28])(=[O:20])=[O:19])=[CH:13][CH:12]=2)[CH:8]=[CH:9][CH:10]=1)(=[O:4])=[O:3].C(=O)([O-])[O-].[Cs+].[Cs+].Br[CH2:38][CH:39]1[O:43][CH2:42][CH2:41][O:40]1. Given the product [O:40]1[CH2:41][CH2:42][O:43][CH:39]1[CH2:38][N:17]([CH2:16][C:14]1[S:15][C:11]([C:7]2[CH:8]=[CH:9][CH:10]=[C:5]([S:2]([CH3:1])(=[O:3])=[O:4])[CH:6]=2)=[CH:12][CH:13]=1)[S:18]([C:21]1[CH:26]=[CH:25][CH:24]=[CH:23][C:22]=1[C:27]([F:30])([F:28])[F:29])(=[O:20])=[O:19], predict the reactants needed to synthesize it.